This data is from Forward reaction prediction with 1.9M reactions from USPTO patents (1976-2016). The task is: Predict the product of the given reaction. (1) Given the reactants C(NC(C)C)(C)C.C([Li])CCC.[CH3:13][O:14][C:15]([CH:17]1[O:22][CH2:21][CH2:20][N:19]([C:23]([O:25][C:26]([CH3:29])([CH3:28])[CH3:27])=[O:24])[CH2:18]1)=[O:16].[CH:30](=[O:32])[CH3:31], predict the reaction product. The product is: [CH3:13][O:14][C:15]([C:17]1([CH:30]([OH:32])[CH3:31])[O:22][CH2:21][CH2:20][N:19]([C:23]([O:25][C:26]([CH3:29])([CH3:28])[CH3:27])=[O:24])[CH2:18]1)=[O:16]. (2) Given the reactants [N:1]1[CH:6]=[CH:5][C:4]([C:7]2[CH:11]=[N:10][NH:9][C:8]=2[C:12]2[CH:29]=[CH:28][C:15]([O:16][CH2:17][C:18]3[CH:27]=[CH:26][C:25]4[C:20](=[CH:21][CH:22]=[CH:23][CH:24]=4)[N:19]=3)=[CH:14][CH:13]=2)=[CH:3][CH:2]=1.[F:30]C1C=C(OCC2C=CC3C(=CC=CC=3)N=2)C=CC=1C(=O)CC1C=CN=CC=1, predict the reaction product. The product is: [F:30][C:29]1[CH:28]=[C:15]([CH:14]=[CH:13][C:12]=1[C:8]1[C:7]([C:4]2[CH:3]=[CH:2][N:1]=[CH:6][CH:5]=2)=[CH:11][NH:10][N:9]=1)[O:16][CH2:17][C:18]1[CH:27]=[CH:26][C:25]2[C:20](=[CH:21][CH:22]=[CH:23][CH:24]=2)[N:19]=1. (3) Given the reactants Cl.[CH2:2]([NH:10][C:11]([NH:13][C:14](=[NH:27])[N:15]1[CH2:20][CH2:19][N:18]([C:21]2[CH:26]=[CH:25][CH:24]=[CH:23][CH:22]=2)[CH2:17][CH2:16]1)=[NH:12])[CH2:3][CH2:4][CH2:5][CH2:6][CH2:7][CH2:8][CH3:9].C(O)C.S(=O)(=O)(O)O.[CH3:36][C:37]([CH3:39])=O, predict the reaction product. The product is: [CH2:2]([NH:10][C:11]1[NH:12][C:37]([CH3:39])([CH3:36])[N:27]=[C:14]([N:15]2[CH2:20][CH2:19][N:18]([C:21]3[CH:26]=[CH:25][CH:24]=[CH:23][CH:22]=3)[CH2:17][CH2:16]2)[N:13]=1)[CH2:3][CH2:4][CH2:5][CH2:6][CH2:7][CH2:8][CH3:9]. (4) Given the reactants [NH2:1][C:2]1[C:7]([N+:8]([O-])=O)=[C:6]([N:11]2[CH2:16][CH2:15][N:14]([CH2:17][C:18]([N:20]3[CH2:24][CH2:23][CH2:22][CH2:21]3)=[O:19])[CH2:13][CH2:12]2)[C:5]([Br:25])=[CH:4][N:3]=1.[CH3:26][N:27]([CH3:36])[C:28]1[CH:35]=[CH:34][C:31]([CH:32]=O)=[CH:30][CH:29]=1.[O-]S(S([O-])=O)=O.[Na+].[Na+], predict the reaction product. The product is: [Br:25][C:5]1[C:6]([N:11]2[CH2:16][CH2:15][N:14]([CH2:17][C:18]([N:20]3[CH2:24][CH2:23][CH2:22][CH2:21]3)=[O:19])[CH2:13][CH2:12]2)=[C:7]2[N:8]=[C:32]([C:31]3[CH:34]=[CH:35][C:28]([N:27]([CH3:36])[CH3:26])=[CH:29][CH:30]=3)[NH:1][C:2]2=[N:3][CH:4]=1. (5) Given the reactants [S:1]1[C:5]2[CH:6]=[CH:7][CH:8]=[CH:9][C:4]=2[N:3]=[C:2]1[C:10](=O)[C:11]([O:13]CC)=O.[C:17]1([NH2:24])[CH:22]=[CH:21][CH:20]=[CH:19][C:18]=1[NH2:23], predict the reaction product. The product is: [S:1]1[C:5]2[CH:6]=[CH:7][CH:8]=[CH:9][C:4]=2[N:3]=[C:2]1[C:10]1[C:11]([OH:13])=[N:23][C:18]2[C:17]([N:24]=1)=[CH:22][CH:21]=[CH:20][CH:19]=2. (6) Given the reactants [N:1]([CH2:4][C:5]1[N:9]([CH2:10][C:11]([N:13]2[CH2:18][CH2:17][N:16]([C:19]3[CH:24]=[CH:23][C:22]([Cl:25])=[CH:21][CH:20]=3)[CH2:15][CH2:14]2)=[O:12])[N:8]=[C:7]([C:26]([F:29])([F:28])[F:27])[C:6]=1[Cl:30])=[N+]=[N-], predict the reaction product. The product is: [NH2:1][CH2:4][C:5]1[N:9]([CH2:10][C:11]([N:13]2[CH2:14][CH2:15][N:16]([C:19]3[CH:20]=[CH:21][C:22]([Cl:25])=[CH:23][CH:24]=3)[CH2:17][CH2:18]2)=[O:12])[N:8]=[C:7]([C:26]([F:28])([F:27])[F:29])[C:6]=1[Cl:30]. (7) The product is: [CH3:3][O:4][C:5](=[O:24])[CH2:6][CH2:7][CH2:8][C:9](=[O:23])[N:10]([C:11]1[CH:16]=[CH:15][C:14]([N+:17]([O-:19])=[O:18])=[CH:13][C:12]=1[N+:20]([O-:22])=[O:21])[CH3:29]. Given the reactants N#N.[CH3:3][O:4][C:5](=[O:24])[CH2:6][CH2:7][CH2:8][C:9](=[O:23])[NH:10][C:11]1[CH:16]=[CH:15][C:14]([N+:17]([O-:19])=[O:18])=[CH:13][C:12]=1[N+:20]([O-:22])=[O:21].S(OC)(O[CH3:29])(=O)=O.C([O-])([O-])=O.[K+].[K+], predict the reaction product. (8) The product is: [CH3:1][O:2][C:3]1[C:11]2[O:10][CH:9]=[C:8]([O:27][S:20]([C:23]([F:26])([F:25])[F:24])(=[O:22])=[O:21])[C:7]=2[CH:6]=[CH:5][CH:4]=1. Given the reactants [CH3:1][O:2][C:3]1[C:11]2[O:10][C:9](=O)[CH2:8][C:7]=2[CH:6]=[CH:5][CH:4]=1.C(N(CC)CC)C.[S:20]([O:27]S(C(F)(F)F)(=O)=O)([C:23]([F:26])([F:25])[F:24])(=[O:22])=[O:21], predict the reaction product. (9) Given the reactants C[O:2][C:3]1[C:8](=[O:9])[NH:7][N:6]=[C:5]([C:10]2[CH:17]=[CH:16][C:13]([C:14]#[N:15])=[CH:12][CH:11]=2)[CH:4]=1.[N-:18]=[N+:19]=[N-:20].[Na+].Cl, predict the reaction product. The product is: [NH:18]1[C:14]([C:13]2[CH:16]=[CH:17][C:10]([C:5]3[CH:4]=[C:3]([OH:2])[C:8](=[O:9])[NH:7][N:6]=3)=[CH:11][CH:12]=2)=[N:15][N:20]=[N:19]1.